Dataset: Peptide-MHC class II binding affinity with 134,281 pairs from IEDB. Task: Regression. Given a peptide amino acid sequence and an MHC pseudo amino acid sequence, predict their binding affinity value. This is MHC class II binding data. (1) The peptide sequence is VPTSWVPQGRTTWSI. The MHC is DRB3_0301 with pseudo-sequence DRB3_0301. The binding affinity (normalized) is 0.412. (2) The peptide sequence is LKLTSGKIASCLNDN. The MHC is HLA-DPA10103-DPB10401 with pseudo-sequence HLA-DPA10103-DPB10401. The binding affinity (normalized) is 0.222. (3) The peptide sequence is TWTSIPTLAAQFPFN. The MHC is DRB4_0101 with pseudo-sequence DRB4_0103. The binding affinity (normalized) is 0.907. (4) The peptide sequence is KNLIPSSASPWSWPD. The MHC is DRB3_0301 with pseudo-sequence DRB3_0301. The binding affinity (normalized) is 0.763.